Dataset: Full USPTO retrosynthesis dataset with 1.9M reactions from patents (1976-2016). Task: Predict the reactants needed to synthesize the given product. (1) Given the product [CH3:18][O:19][C:2]1[S:3][C:4]2[CH2:5][N:6]([C:11]([O:13][C:14]([CH3:17])([CH3:16])[CH3:15])=[O:12])[CH2:7][CH2:8][C:9]=2[N:10]=1, predict the reactants needed to synthesize it. The reactants are: Br[C:2]1[S:3][C:4]2[CH2:5][N:6]([C:11]([O:13][C:14]([CH3:17])([CH3:16])[CH3:15])=[O:12])[CH2:7][CH2:8][C:9]=2[N:10]=1.[CH3:18][O-:19].[Na+]. (2) Given the product [N:7]1[CH:12]=[CH:11][CH:10]=[CH:9][C:8]=1[N:13]([CH2:37][CH2:38][C:39]([O:41][CH2:42][CH3:43])=[O:40])[C:14]([C:16]1[CH:36]=[CH:35][C:19]2[N:20]([CH3:34])[C:21]([CH2:23][NH:24][C:25]3[CH:30]=[CH:29][C:28]([C:31](=[NH:32])[NH2:33])=[CH:27][CH:26]=3)=[N:22][C:18]=2[CH:17]=1)=[O:15], predict the reactants needed to synthesize it. The reactants are: C(O)(=O)C(O)=O.[N:7]1[CH:12]=[CH:11][CH:10]=[CH:9][C:8]=1[N:13]([CH2:37][CH2:38][C:39]([O:41][CH2:42][CH3:43])=[O:40])[C:14]([C:16]1[CH:36]=[CH:35][C:19]2[N:20]([CH3:34])[C:21]([CH2:23][NH:24][C:25]3[CH:30]=[CH:29][C:28]([C:31](=[NH:33])[NH2:32])=[CH:27][CH:26]=3)=[N:22][C:18]=2[CH:17]=1)=[O:15].C(=O)([O-])[O-].[K+].[K+]. (3) Given the product [N:17]1[S:18][CH:19]=[C:20]2[C:25](/[CH:26]=[CH:11]/[C:12]([O:14][CH2:15][CH3:16])=[O:13])=[CH:24][CH:23]=[CH:22][C:21]=12, predict the reactants needed to synthesize it. The reactants are: [H-].[Na+].C(OP([CH2:11][C:12]([O:14][CH2:15][CH3:16])=[O:13])(OCC)=O)C.[N:17]1[S:18][CH:19]=[C:20]2[C:25]([CH:26]=O)=[CH:24][CH:23]=[CH:22][C:21]=12.O. (4) Given the product [F:31][C:11]1[CH:12]=[C:13]([C:16]2[C:17]3[CH:24]=[C:23]([C:25]4[CH:26]=[N:27][N:28]([CH3:30])[CH:29]=4)[NH:22][C:18]=3[N:19]=[CH:20][N:21]=2)[CH:14]=[CH:15][C:10]=1[CH2:9][NH:7][C:6](=[O:32])[C:48]1[CH:47]=[CH:46][C:45]([C:41]2([CH3:40])[CH2:42][O:43][CH2:44]2)=[CH:53][CH:52]=1, predict the reactants needed to synthesize it. The reactants are: C(O[C:6](=[O:32])[N:7]([CH2:9][C:10]1[CH:15]=[CH:14][C:13]([C:16]2[C:17]3[CH:24]=[C:23]([C:25]4[CH:26]=[N:27][N:28]([CH3:30])[CH:29]=4)[NH:22][C:18]=3[N:19]=[CH:20][N:21]=2)=[CH:12][C:11]=1[F:31])C)(C)(C)C.C(O)(C(F)(F)F)=O.[CH3:40][C:41]1([C:45]2[CH:53]=[CH:52][C:48](C(O)=O)=[CH:47][CH:46]=2)[CH2:44][O:43][CH2:42]1.CCN(C(C)C)C(C)C.CN(C(ON1N=NC2C=CC=NC1=2)=[N+](C)C)C.F[P-](F)(F)(F)(F)F.